Dataset: Experimental lipophilicity measurements (octanol/water distribution) for 4,200 compounds from AstraZeneca. Task: Regression/Classification. Given a drug SMILES string, predict its absorption, distribution, metabolism, or excretion properties. Task type varies by dataset: regression for continuous measurements (e.g., permeability, clearance, half-life) or binary classification for categorical outcomes (e.g., BBB penetration, CYP inhibition). For this dataset (lipophilicity_astrazeneca), we predict Y. (1) The molecule is c1ccc(-c2ccc(C3CN4CCC3CC4)cc2)cc1. The Y is 1.76 logD. (2) The molecule is Cn1cc(-c2cccc(C[C@H](NC(=O)c3cc(C(C)(C)C)nn3C)C(=O)NCC#N)c2)cn1. The Y is 2.60 logD. (3) The compound is Cc1nnc(NS(=O)(=O)c2ccc(N)cc2)s1. The Y is -1.33 logD.